From a dataset of Full USPTO retrosynthesis dataset with 1.9M reactions from patents (1976-2016). Predict the reactants needed to synthesize the given product. (1) Given the product [C:1]([O:5][C:6](=[O:33])[NH:7][C:8]1([C:12]2[CH:13]=[CH:14][C:15]([C:18]3[C:23]([C:24]4[CH:25]=[CH:26][CH:27]=[CH:28][CH:29]=4)=[CH:22][C:21]([C:30](=[O:40])[NH2:31])=[C:20]([OH:32])[N:19]=3)=[CH:16][CH:17]=2)[CH2:11][CH2:10][CH2:9]1)([CH3:4])([CH3:2])[CH3:3], predict the reactants needed to synthesize it. The reactants are: [C:1]([O:5][C:6](=[O:33])[NH:7][C:8]1([C:12]2[CH:17]=[CH:16][C:15]([C:18]3[C:23]([C:24]4[CH:29]=[CH:28][CH:27]=[CH:26][CH:25]=4)=[CH:22][C:21]([C:30]#[N:31])=[C:20]([OH:32])[N:19]=3)=[CH:14][CH:13]=2)[CH2:11][CH2:10][CH2:9]1)([CH3:4])([CH3:3])[CH3:2].[OH-].[Na+].OO.C(O)(=[O:40])C. (2) Given the product [O:39]=[S:2]1(=[O:1])[CH2:7][CH2:6][CH:5]([O:8][C:9]2[CH:14]=[C:13]([CH3:15])[C:12]([C:16]3[CH:21]=[CH:20][CH:19]=[C:18]([CH2:22][O:23][C:24]4[CH:37]=[CH:36][C:27]5[C@H:28]([CH2:31][C:32]([OH:34])=[O:33])[CH2:29][O:30][C:26]=5[CH:25]=4)[CH:17]=3)=[C:11]([CH3:38])[CH:10]=2)[CH2:4][CH2:3]1, predict the reactants needed to synthesize it. The reactants are: [O:1]=[S:2]1(=[O:39])[CH2:7][CH2:6][CH:5]([O:8][C:9]2[CH:14]=[C:13]([CH3:15])[C:12]([C:16]3[CH:21]=[CH:20][CH:19]=[C:18]([CH2:22][O:23][C:24]4[CH:37]=[CH:36][C:27]5[C@H:28]([CH2:31][C:32]([O:34]C)=[O:33])[CH2:29][O:30][C:26]=5[CH:25]=4)[CH:17]=3)=[C:11]([CH3:38])[CH:10]=2)[CH2:4][CH2:3]1.CO.[OH-].[Na+].Cl.